Dataset: Catalyst prediction with 721,799 reactions and 888 catalyst types from USPTO. Task: Predict which catalyst facilitates the given reaction. Reactant: [F:1][C:2]([F:43])([F:42])[C:3]1[CH:4]=[C:5]([CH:35]=[C:36]([C:38]([F:41])([F:40])[F:39])[CH:37]=1)[C:6]([N:8]1[CH2:13][CH2:12][N:11]([CH2:14][C:15]#[C:16][CH2:17][N:18]2[CH2:23][CH2:22][O:21][CH2:20][C:19]2([CH3:25])[CH3:24])[CH2:10][CH:9]1[CH2:26][C:27]1[CH:32]=[CH:31][CH:30]=[C:29]([NH:33][CH3:34])[CH:28]=1)=[O:7].C=O.[C:46](O[BH-](OC(=O)C)OC(=O)C)(=O)C.[Na+].C(=O)([O-])O.[Na+].[Cl:65]CCl. Product: [ClH:65].[ClH:65].[ClH:65].[F:43][C:2]([F:1])([F:42])[C:3]1[CH:4]=[C:5]([CH:35]=[C:36]([C:38]([F:39])([F:40])[F:41])[CH:37]=1)[C:6]([N:8]1[CH2:13][CH2:12][N:11]([CH2:14][C:15]#[C:16][CH2:17][N:18]2[CH2:23][CH2:22][O:21][CH2:20][C:19]2([CH3:24])[CH3:25])[CH2:10][CH:9]1[CH2:26][C:27]1[CH:32]=[CH:31][CH:30]=[C:29]([N:33]([CH3:46])[CH3:34])[CH:28]=1)=[O:7]. The catalyst class is: 15.